Dataset: Peptide-MHC class II binding affinity with 134,281 pairs from IEDB. Task: Regression. Given a peptide amino acid sequence and an MHC pseudo amino acid sequence, predict their binding affinity value. This is MHC class II binding data. (1) The peptide sequence is ASKNFHLQKNTIGTG. The MHC is DRB1_0301 with pseudo-sequence DRB1_0301. The binding affinity (normalized) is 0.0387. (2) The peptide sequence is YVKVLHHMVKIS. The MHC is DRB1_1101 with pseudo-sequence DRB1_1101. The binding affinity (normalized) is 0.757.